This data is from Reaction yield outcomes from USPTO patents with 853,638 reactions. The task is: Predict the reaction yield, written as a fraction of the theoretical maximum amount of product (1.0 means a 100% yield; for example, 0.34 means a 34% yield). The reactants are [CH:1]1([C:4]2[NH:8][C:7]3[C:9]([C:14]([OH:16])=O)=[CH:10][CH:11]=[C:12]([OH:13])[C:6]=3[N:5]=2)[CH2:3][CH2:2]1.[CH3:17][N:18]1[CH2:23][CH2:22][CH2:21][CH:20]([NH2:24])[CH2:19]1. No catalyst specified. The product is [CH:1]1([C:4]2[NH:8][C:7]3[C:9]([C:14]([NH:24][CH:20]4[CH2:21][CH2:22][CH2:23][N:18]([CH3:17])[CH2:19]4)=[O:16])=[CH:10][CH:11]=[C:12]([OH:13])[C:6]=3[N:5]=2)[CH2:2][CH2:3]1. The yield is 0.320.